From a dataset of Forward reaction prediction with 1.9M reactions from USPTO patents (1976-2016). Predict the product of the given reaction. (1) The product is: [NH:20]1[C:24]2[CH:25]=[CH:26][CH:27]=[CH:28][C:23]=2[N:22]=[C:21]1[CH2:29][O:10][C:8]1[C:7]([O:11][CH3:12])=[CH:6][C:3]([CH:4]=[O:5])=[C:2]([F:1])[CH:9]=1. Given the reactants [F:1][C:2]1[CH:9]=[C:8]([OH:10])[C:7]([O:11][CH3:12])=[CH:6][C:3]=1[CH:4]=[O:5].CN(C)C=O.[H-].[Na+].[NH:20]1[C:24]2[CH:25]=[CH:26][CH:27]=[CH:28][C:23]=2[N:22]=[C:21]1[CH2:29]OC1C(Cl)=CC(C=O)=C(F)C=1, predict the reaction product. (2) Given the reactants [Li][CH2:2][CH2:3][CH2:4][CH3:5].C(O[B:10]1[O:14][C:13]([CH3:16])([CH3:15])[C:12]([CH3:18])([CH3:17])[O:11]1)(C)C.[C-:19]#[C-].[Li+].[Li+], predict the reaction product. The product is: [CH3:16][C:13]1([CH3:15])[C:12]([CH3:17])([CH3:18])[O:11][B:10]([C:2]#[C:3][CH:4]([CH3:5])[CH3:19])[O:14]1. (3) Given the reactants C(OC([NH:8][C:9]1[C:10]([C:29]([O:31][CH3:32])=[O:30])=[CH:11][C:12]([Cl:28])=[C:13]([N:15]2[CH2:20][CH2:19][N:18](C(OC(C)(C)C)=O)[CH2:17][CH2:16]2)[CH:14]=1)=O)(C)(C)C.C(O)(C(F)(F)F)=O, predict the reaction product. The product is: [NH2:8][C:9]1[CH:14]=[C:13]([N:15]2[CH2:20][CH2:19][NH:18][CH2:17][CH2:16]2)[C:12]([Cl:28])=[CH:11][C:10]=1[C:29]([O:31][CH3:32])=[O:30]. (4) Given the reactants Cl[C:2]1[CH:11]=[CH:10][C:9]2[C:4](=[CH:5][CH:6]=[C:7]([O:12]C3CCCCO3)[CH:8]=2)[N:3]=1.[C:19]([O:23][C:24]([N:26]1[CH2:31][CH2:30][NH:29][CH2:28][CH2:27]1)=[O:25])([CH3:22])([CH3:21])[CH3:20].C(=O)([O-])O.[Na+], predict the reaction product. The product is: [C:19]([O:23][C:24]([N:26]1[CH2:31][CH2:30][N:29]([C:2]2[CH:11]=[CH:10][C:9]3[C:4](=[CH:5][CH:6]=[C:7]([OH:12])[CH:8]=3)[N:3]=2)[CH2:28][CH2:27]1)=[O:25])([CH3:22])([CH3:20])[CH3:21]. (5) Given the reactants [CH3:1][C:2]1([CH3:8])[O:6][CH2:5][CH:4]([OH:7])[O:3]1.C(N(CC)CC)C.[CH3:16][S:17](Cl)(=[O:19])=[O:18].[Cl-].[NH4+], predict the reaction product. The product is: [CH3:16][S:17]([O:7][CH:4]1[O:3][C:2]([CH3:8])([CH3:1])[O:6][CH2:5]1)(=[O:19])=[O:18]. (6) Given the reactants [H-].[Na+].[CH3:3][O:4][C:5](=[O:16])[C:6]1[CH:11]=[CH:10][C:9]([N+:12]([O-:14])=[O:13])=[C:8]([OH:15])[CH:7]=1.[CH2:17](I)[CH3:18].[Cl-].[NH4+], predict the reaction product. The product is: [CH3:3][O:4][C:5](=[O:16])[C:6]1[CH:11]=[CH:10][C:9]([N+:12]([O-:14])=[O:13])=[C:8]([O:15][CH2:17][CH3:18])[CH:7]=1. (7) The product is: [F:34][C:35]1[CH:36]=[C:37]([C:38](=[O:39])[CH:8]([NH:19][C:20](=[O:26])[O:21][C:22]([CH3:23])([CH3:24])[CH3:25])[C:5]2[CH:4]=[CH:3][C:2]([F:1])=[CH:7][CH:6]=2)[CH:40]=[CH:41][C:42]=1[F:43]. Given the reactants [F:1][C:2]1[CH:7]=[CH:6][C:5]([CH:8]([NH:19][C:20](=[O:26])[O:21][C:22]([CH3:25])([CH3:24])[CH3:23])S(C2C=CC(C)=CC=2)(=O)=O)=[CH:4][CH:3]=1.C(N(CC)CC)C.[F:34][C:35]1[CH:36]=[C:37]([CH:40]=[CH:41][C:42]=1[F:43])[CH:38]=[O:39].[Cl-].[NH4+], predict the reaction product.